From a dataset of Forward reaction prediction with 1.9M reactions from USPTO patents (1976-2016). Predict the product of the given reaction. (1) Given the reactants [C:1]([C:3]1([NH:6][C:7](=[O:35])[C@H:8]([CH2:30][C:31]([F:34])([CH3:33])[CH3:32])[NH:9][C@@H:10]([C:15]2[CH:20]=[CH:19][C:18](B3OC(C)(C)C(C)(C)O3)=[CH:17][CH:16]=2)[C:11]([F:14])([F:13])[F:12])[CH2:5][CH2:4]1)#[N:2].Br[C:37]1[CH:42]=[CH:41][C:40]([C@@H:43]([OH:47])[CH:44]([F:46])[F:45])=[CH:39][CH:38]=1.C(=O)(O)[O-].[Na+].ClCCl.OC(C(O)(C)C)(C)C, predict the reaction product. The product is: [C:1]([C:3]1([NH:6][C:7](=[O:35])[C@H:8]([CH2:30][C:31]([F:34])([CH3:33])[CH3:32])[NH:9][C@@H:10]([C:15]2[CH:16]=[CH:17][C:18]([C:37]3[CH:38]=[CH:39][C:40]([C@@H:43]([OH:47])[CH:44]([F:46])[F:45])=[CH:41][CH:42]=3)=[CH:19][CH:20]=2)[C:11]([F:13])([F:14])[F:12])[CH2:4][CH2:5]1)#[N:2]. (2) Given the reactants [C:1]([O:5][C:6]([N:8]([CH2:19][C:20]1[CH:25]=[CH:24][CH:23]=[CH:22][CH:21]=1)[C@H:9]([CH2:17][OH:18])[CH2:10][C:11]1[CH:16]=[CH:15][CH:14]=[CH:13][CH:12]=1)=[O:7])([CH3:4])([CH3:3])[CH3:2].CC1(C)N([O])C(C)(C)CCC1.[Br-].[Na+].C(=O)(O)[O-].[Na+], predict the reaction product. The product is: [C:1]([O:5][C:6]([N:8]([CH2:19][C:20]1[CH:21]=[CH:22][CH:23]=[CH:24][CH:25]=1)[C@H:9]([CH:17]=[O:18])[CH2:10][C:11]1[CH:12]=[CH:13][CH:14]=[CH:15][CH:16]=1)=[O:7])([CH3:4])([CH3:2])[CH3:3].